From a dataset of Full USPTO retrosynthesis dataset with 1.9M reactions from patents (1976-2016). Predict the reactants needed to synthesize the given product. (1) Given the product [CH3:19][O:18][C:9]1[CH:8]=[C:4]2[C:3]([CH:1]=[N:21][NH:22][C:5]2=[O:6])=[C:11]([C:12]2[CH:17]=[CH:16][CH:15]=[CH:14][CH:13]=2)[CH:10]=1, predict the reactants needed to synthesize it. The reactants are: [CH:1]([C:3]1[C:11]([C:12]2[CH:17]=[CH:16][CH:15]=[CH:14][CH:13]=2)=[CH:10][C:9]([O:18][CH3:19])=[CH:8][C:4]=1[C:5](O)=[O:6])=O.O.[NH2:21][NH2:22]. (2) Given the product [CH3:1][O:2][C:3](=[O:11])[CH2:4][NH:5][C:6](=[S:21])[CH2:7][CH2:8][CH3:9], predict the reactants needed to synthesize it. The reactants are: [CH3:1][O:2][C:3](=[O:11])[CH2:4][NH:5][C:6](=O)[CH2:7][CH2:8][CH3:9].COC1C=CC(P2(SP(C3C=CC(OC)=CC=3)(=S)S2)=[S:21])=CC=1.C(=O)(O)[O-].[Na+].